This data is from NCI-60 drug combinations with 297,098 pairs across 59 cell lines. The task is: Regression. Given two drug SMILES strings and cell line genomic features, predict the synergy score measuring deviation from expected non-interaction effect. (1) Drug 1: CS(=O)(=O)CCNCC1=CC=C(O1)C2=CC3=C(C=C2)N=CN=C3NC4=CC(=C(C=C4)OCC5=CC(=CC=C5)F)Cl. Drug 2: CN(C(=O)NC(C=O)C(C(C(CO)O)O)O)N=O. Cell line: LOX IMVI. Synergy scores: CSS=-3.34, Synergy_ZIP=5.38, Synergy_Bliss=1.01, Synergy_Loewe=-5.42, Synergy_HSA=-7.65. (2) Drug 1: COC1=C(C=C2C(=C1)N=CN=C2NC3=CC(=C(C=C3)F)Cl)OCCCN4CCOCC4. Drug 2: C(CCl)NC(=O)N(CCCl)N=O. Cell line: SK-MEL-5. Synergy scores: CSS=31.5, Synergy_ZIP=-7.05, Synergy_Bliss=3.66, Synergy_Loewe=-23.0, Synergy_HSA=-0.287. (3) Drug 1: COC1=NC(=NC2=C1N=CN2C3C(C(C(O3)CO)O)O)N. Drug 2: C1C(C(OC1N2C=NC(=NC2=O)N)CO)O. Cell line: CAKI-1. Synergy scores: CSS=-12.9, Synergy_ZIP=7.85, Synergy_Bliss=5.20, Synergy_Loewe=-12.3, Synergy_HSA=-10.3. (4) Drug 1: CC1=C(C=C(C=C1)NC2=NC=CC(=N2)N(C)C3=CC4=NN(C(=C4C=C3)C)C)S(=O)(=O)N.Cl. Drug 2: CC1=C2C(C(=O)C3(C(CC4C(C3C(C(C2(C)C)(CC1OC(=O)C(C(C5=CC=CC=C5)NC(=O)OC(C)(C)C)O)O)OC(=O)C6=CC=CC=C6)(CO4)OC(=O)C)O)C)O. Cell line: SK-MEL-28. Synergy scores: CSS=28.7, Synergy_ZIP=5.02, Synergy_Bliss=5.02, Synergy_Loewe=-28.5, Synergy_HSA=2.43. (5) Drug 1: C1=CC(=CC=C1CC(C(=O)O)N)N(CCCl)CCCl.Cl. Drug 2: C(CC(=O)O)C(=O)CN.Cl. Cell line: HCT116. Synergy scores: CSS=16.0, Synergy_ZIP=-5.96, Synergy_Bliss=-3.17, Synergy_Loewe=-6.59, Synergy_HSA=-2.84.